Task: Predict the reactants needed to synthesize the given product.. Dataset: Full USPTO retrosynthesis dataset with 1.9M reactions from patents (1976-2016) (1) The reactants are: [CH2:1]([NH:5][C:6]([C:8]1([CH2:22][CH2:23][CH2:24][CH2:25]Br)[C:21]2[CH:20]=[CH:19][CH:18]=[CH:17][C:16]=2[O:15][C:14]2[C:9]1=[CH:10][CH:11]=[CH:12][CH:13]=2)=[O:7])[CH2:2][CH2:3][CH3:4].[N:27]1([C:33]2[CH:42]=[CH:41][C:40]3[C:35](=[CH:36][CH:37]=[CH:38][CH:39]=3)[N:34]=2)[CH2:32][CH2:31][NH:30][CH2:29][CH2:28]1. Given the product [CH2:1]([NH:5][C:6]([C:8]1([CH2:22][CH2:23][CH2:24][CH2:25][N:30]2[CH2:31][CH2:32][N:27]([C:33]3[CH:42]=[CH:41][C:40]4[C:35](=[CH:36][CH:37]=[CH:38][CH:39]=4)[N:34]=3)[CH2:28][CH2:29]2)[C:21]2[CH:20]=[CH:19][CH:18]=[CH:17][C:16]=2[O:15][C:14]2[C:9]1=[CH:10][CH:11]=[CH:12][CH:13]=2)=[O:7])[CH2:2][CH2:3][CH3:4], predict the reactants needed to synthesize it. (2) Given the product [Cl:1][C:2]1[CH:28]=[C:27]([OH:29])[CH:26]=[CH:25][C:3]=1[CH2:4][N:5]([C:18]1[CH:23]=[CH:22][C:21]([CH2:32][CH2:31][CH:30]=[O:33])=[CH:20][CH:19]=1)[S:6]([C:9]1[C:14]([CH3:15])=[CH:13][C:12]([CH3:16])=[CH:11][C:10]=1[CH3:17])(=[O:8])=[O:7], predict the reactants needed to synthesize it. The reactants are: [Cl:1][C:2]1[CH:28]=[C:27]([OH:29])[CH:26]=[CH:25][C:3]=1[CH2:4][N:5]([C:18]1[CH:23]=[CH:22][C:21](I)=[CH:20][CH:19]=1)[S:6]([C:9]1[C:14]([CH3:15])=[CH:13][C:12]([CH3:16])=[CH:11][C:10]=1[CH3:17])(=[O:8])=[O:7].[CH2:30]([OH:33])[CH:31]=[CH2:32].C(=O)(O)[O-].[Na+].O. (3) Given the product [Cl:50][C:45]1[CH:44]=[C:43]([C@H:42]2[C@H:38]([NH:36][CH3:35])[CH2:39][N:40]([C:51]([CH:53]3[CH2:58][CH2:57][N:56]([C:59]([C:61]4([CH3:64])[CH2:62][CH2:63]4)=[O:60])[CH2:55][CH2:54]3)=[O:52])[CH2:41]2)[CH:48]=[CH:47][C:46]=1[Cl:49], predict the reactants needed to synthesize it. The reactants are: C(OC(=O)N([C@H]1[C@H](C2C=CC(Cl)=C(Cl)C=2)CN(CC2C=CC=CC=2)C1)C)(C)(C)C.C(O[C:35](=O)[N:36]([C@@H:38]1[C@@H:42]([C:43]2[CH:48]=[CH:47][C:46]([Cl:49])=[C:45]([Cl:50])[CH:44]=2)[CH2:41][N:40]([C:51]([CH:53]2[CH2:58][CH2:57][N:56]([C:59]([C:61]3([CH3:64])[CH2:63][CH2:62]3)=[O:60])[CH2:55][CH2:54]2)=[O:52])[CH2:39]1)C)(C)(C)C.